Dataset: Full USPTO retrosynthesis dataset with 1.9M reactions from patents (1976-2016). Task: Predict the reactants needed to synthesize the given product. (1) Given the product [Cl:24][C:20]1[C:19]([F:25])=[C:18]([CH:23]=[CH:22][CH:21]=1)[CH2:17][C:12]1[CH:13]=[C:14]2[C:9](=[N:10][C:11]=1[CH3:26])[N:8]([C@H:27]([CH2:32][OH:33])[C:28]([CH3:29])([CH3:31])[CH3:30])[CH:7]=[C:6]([C:4]([OH:5])=[O:3])[C:15]2=[O:16], predict the reactants needed to synthesize it. The reactants are: C([O:3][C:4]([C:6]1[C:15](=[O:16])[C:14]2[C:9](=[N:10][C:11]([CH3:26])=[C:12]([CH2:17][C:18]3[CH:23]=[CH:22][CH:21]=[C:20]([Cl:24])[C:19]=3[F:25])[CH:13]=2)[N:8]([C@H:27]([C:32](C)(C)[O:33][SiH2]C(C)(C)C)[C:28]([CH3:31])([CH3:30])[CH3:29])[CH:7]=1)=[O:5])C.C[O-].[Na+].O. (2) Given the product [Cl:32][C:3]1[CH:4]=[C:5]([CH2:6][CH:7]2[CH2:12][CH2:11][N:10]([CH2:13][C:14]3[CH:15]=[CH:16][C:17]([C:20]([OH:29])([C:21]([F:22])([F:23])[F:24])[C:25]([F:28])([F:26])[F:27])=[CH:18][CH:19]=3)[CH2:9][CH2:8]2)[CH:30]=[CH:31][C:2]=1[NH:1][C:33]([NH:46][CH2:47][C:48]([OH:50])([CH3:51])[CH3:49])=[O:34], predict the reactants needed to synthesize it. The reactants are: [NH2:1][C:2]1[CH:31]=[CH:30][C:5]([CH2:6][CH:7]2[CH2:12][CH2:11][N:10]([CH2:13][C:14]3[CH:19]=[CH:18][C:17]([C:20]([OH:29])([C:25]([F:28])([F:27])[F:26])[C:21]([F:24])([F:23])[F:22])=[CH:16][CH:15]=3)[CH2:9][CH2:8]2)=[CH:4][C:3]=1[Cl:32].[C:33](Cl)(=O)[O:34]C1C=CC([N+]([O-])=O)=CC=1.[NH2:46][CH2:47][C:48]([CH3:51])([OH:50])[CH3:49]. (3) Given the product [CH3:12][N:13]1[CH:17]=[C:16]([N+:18]([O-:20])=[O:19])[CH:15]=[C:14]1[C:21]([NH:1][C:2]1[S:3][C:4]2[CH:10]=[C:9]([NH:11][C:21]([C:14]3[N:13]([CH3:12])[CH:17]=[C:16]([N+:18]([O-:20])=[O:19])[CH:15]=3)=[O:23])[CH:8]=[CH:7][C:5]=2[N:6]=1)=[O:23], predict the reactants needed to synthesize it. The reactants are: [NH2:1][C:2]1[S:3][C:4]2[CH:10]=[C:9]([NH2:11])[CH:8]=[CH:7][C:5]=2[N:6]=1.[CH3:12][N:13]1[CH:17]=[C:16]([N+:18]([O-:20])=[O:19])[CH:15]=[C:14]1[C:21]([OH:23])=O. (4) The reactants are: Br[C:2]1[CH:8]=[CH:7][C:5]([NH2:6])=[C:4]([F:9])[CH:3]=1.[CH3:10][S:11]([O-:13])=[O:12].[Na+].N1CCC[C@H]1C(O)=O.[OH-].[Na+]. Given the product [F:9][C:4]1[CH:3]=[C:2]([S:11]([CH3:10])(=[O:13])=[O:12])[CH:8]=[CH:7][C:5]=1[NH2:6], predict the reactants needed to synthesize it. (5) The reactants are: [CH2:1]([O:3][C:4]([N:6]1[CH:11]2[CH2:12][CH2:13][CH:7]1[CH2:8][CH:9]([C:14]1[N:19]3[N:20]=[C:21]([C:24]4[CH:29]=[CH:28][N:27]=[CH:26][CH:25]=4)[C:22](I)=[C:18]3[N:17]=[CH:16][CH:15]=1)[CH2:10]2)=[O:5])[CH3:2].[Cl:30][C:31]1[CH:32]=[CH:33][C:34](B2OC(C)(C)C(C)(C)O2)=[C:35]2[C:39]=1[NH:38][N:37]=[CH:36]2. Given the product [Cl:30][C:31]1[CH:32]=[CH:33][C:34]([C:22]2[C:21]([C:24]3[CH:29]=[CH:28][N:27]=[CH:26][CH:25]=3)=[N:20][N:19]3[C:14]([CH:9]4[CH2:8][CH:7]5[N:6]([C:4]([O:3][CH2:1][CH3:2])=[O:5])[CH:11]([CH2:12][CH2:13]5)[CH2:10]4)=[CH:15][CH:16]=[N:17][C:18]=23)=[C:35]2[C:39]=1[NH:38][N:37]=[CH:36]2, predict the reactants needed to synthesize it.